From a dataset of Reaction yield outcomes from USPTO patents with 853,638 reactions. Predict the reaction yield, written as a fraction of the theoretical maximum amount of product (1.0 means a 100% yield; for example, 0.34 means a 34% yield). (1) The reactants are [K].[C:2](#[N:4])[CH3:3].C([O:7][C:8](=O)[CH2:9][N:10]1[CH2:15][CH2:14][CH:13]([CH2:16][CH2:17][N:18]2[CH2:23][CH2:22][N:21]([C:24]3[CH:29]=[CH:28][CH:27]=[C:26]([C:30]([F:33])([F:32])[F:31])[CH:25]=3)[CH2:20][CH2:19]2)[CH2:12][CH2:11]1)C.[ClH:35]. The catalyst is O1CCCC1.C(OCC)(=O)C. The product is [ClH:35].[ClH:35].[O:7]=[C:8]([CH2:9][N:10]1[CH2:15][CH2:14][CH:13]([CH2:16][CH2:17][N:18]2[CH2:19][CH2:20][N:21]([C:24]3[CH:29]=[CH:28][CH:27]=[C:26]([C:30]([F:33])([F:32])[F:31])[CH:25]=3)[CH2:22][CH2:23]2)[CH2:12][CH2:11]1)[CH2:3][C:2]#[N:4]. The yield is 0.140. (2) The reactants are [C:1]([C:5]1[CH:43]=[CH:42][C:8]([C:9]([NH:11][C@@H:12]([CH2:16][C:17]2[CH:22]=[CH:21][C:20]([C:23]3[N:27]=[C:26]([C:28]4[CH:33]=[CH:32][C:31]([O:34][CH2:35][CH2:36][CH2:37][CH2:38][CH2:39][CH2:40][CH3:41])=[CH:30][CH:29]=4)[O:25][N:24]=3)=[CH:19][CH:18]=2)[C:13](O)=[O:14])=[O:10])=[CH:7][CH:6]=1)([CH3:4])([CH3:3])[CH3:2].C1C=CC2N(O)N=NC=2C=1.CCN=C=NCCCN(C)C.[NH2:65][CH2:66][C:67]([O:69]C(C)(C)C)=[O:68]. The catalyst is CN(C=O)C. The product is [C:1]([C:5]1[CH:43]=[CH:42][C:8]([C:9]([NH:11][C@@H:12]([CH2:16][C:17]2[CH:22]=[CH:21][C:20]([C:23]3[N:27]=[C:26]([C:28]4[CH:29]=[CH:30][C:31]([O:34][CH2:35][CH2:36][CH2:37][CH2:38][CH2:39][CH2:40][CH3:41])=[CH:32][CH:33]=4)[O:25][N:24]=3)=[CH:19][CH:18]=2)[C:13]([NH:65][CH2:66][C:67]([OH:69])=[O:68])=[O:14])=[O:10])=[CH:7][CH:6]=1)([CH3:4])([CH3:2])[CH3:3]. The yield is 0.880. (3) The reactants are C(C([NH:12][C:13]([C:15]1[C:20]([O:21][CH2:22][C:23]2[CH:28]=[CH:27][CH:26]=[CH:25][CH:24]=2)=[C:19]([CH3:29])[N:18]=[C:17]([CH2:30][CH:31]2[CH2:36][CH2:35][N:34]([C:37]3[CH:42]=[CH:41][C:40]([C:43]4[CH:48]=[CH:47][C:46]([CH:49]([O:51]COC)[CH3:50])=[CH:45][N:44]=4)=[CH:39][CH:38]=3)[CH2:33][CH2:32]2)[N:16]=1)=[O:14])C([O-])=O)C1C=CC=CC=1.Cl.O1CCOCC1.[CH3:62][CH2:63][CH2:64][CH2:65][CH2:66]C.[C:68]([O:71][CH2:72][CH3:73])(=[O:70])[CH3:69]. No catalyst specified. The product is [CH2:22]([O:21][C:20]1[C:15]([C:13]([NH:12][CH2:69][C:68]([O:71][CH2:72][C:73]2[CH:66]=[CH:65][CH:64]=[CH:63][CH:62]=2)=[O:70])=[O:14])=[N:16][C:17]([CH2:30][CH:31]2[CH2:36][CH2:35][N:34]([C:37]3[CH:42]=[CH:41][C:40]([C:43]4[CH:48]=[CH:47][C:46]([CH:49]([OH:51])[CH3:50])=[CH:45][N:44]=4)=[CH:39][CH:38]=3)[CH2:33][CH2:32]2)=[N:18][C:19]=1[CH3:29])[C:23]1[CH:24]=[CH:25][CH:26]=[CH:27][CH:28]=1. The yield is 0.440. (4) The reactants are [NH2:1][C:2]1[CH2:6][CH2:5][C@@H:4]([CH3:7])[C:3]=1[C:8]([O:10]CC)=O.C([O-])=O.[NH4+].[CH:17]([NH2:19])=O. No catalyst specified. The product is [CH3:7][C@H:4]1[C:3]2[C:8]([OH:10])=[N:19][CH:17]=[N:1][C:2]=2[CH2:6][CH2:5]1. The yield is 0.650. (5) The reactants are [N:1]1([C@@H:10]([C:15]2[CH:20]=[CH:19][CH:18]=[C:17]([F:21])[CH:16]=2)[C@H:11]([OH:14])[CH2:12][OH:13])[C:9]2[C:4](=[CH:5][CH:6]=[CH:7][CH:8]=2)[CH2:3][CH2:2]1. The catalyst is ClCCl.C(OCC)(=O)C.[O-2].[O-2].[Mn+4]. The product is [F:21][C:17]1[CH:16]=[C:15]([C@H:10]([N:1]2[C:9]3[C:4](=[CH:5][CH:6]=[CH:7][CH:8]=3)[CH:3]=[CH:2]2)[C@H:11]([OH:14])[CH2:12][OH:13])[CH:20]=[CH:19][CH:18]=1. The yield is 0.710. (6) The catalyst is O. The product is [CH2:15]([OH:16])[C@H:13]1[O:14][C@H:9]([O:8][C@H:6]2[O:7][C@H:2]([CH2:1][OH:23])[C@@H:3]([OH:22])[C@H:4]([OH:21])[C@H:5]2[OH:20])[C@H:10]([OH:19])[C@@H:11]([OH:18])[C@@H:12]1[OH:17].[P:24]([O-:28])([O-:27])([O-:26])=[O:25]. The reactants are [CH2:1]([OH:23])[C@H:2]1[O:7][C@H:6]([O:8][C@H:9]2[O:14][C@H:13]([CH2:15][OH:16])[C@@H:12]([OH:17])[C@H:11]([OH:18])[C@H:10]2[OH:19])[C@H:5]([OH:20])[C@@H:4]([OH:21])[C@@H:3]1[OH:22].[P:24]([O-:28])([O-:27])([O-:26])=[O:25].[Na+].[Na+].[Na+]. The yield is 0.0925.